Dataset: Forward reaction prediction with 1.9M reactions from USPTO patents (1976-2016). Task: Predict the product of the given reaction. (1) The product is: [CH3:29][O:30][C:31]1[CH:32]=[CH:33][C:34]([CH2:35][N:36]([CH2:37][CH2:38][CH2:39][NH:40][C:41]2[C:50](=[O:51])[C:45]3[N:46]=[C:47]([CH3:49])[S:48][C:44]=3[C:43](=[O:52])[CH:42]=2)[CH2:11][CH2:12][CH2:13][NH:14][C:15]2[C:24](=[O:25])[C:19]3[N:20]=[C:21]([CH3:23])[S:22][C:18]=3[C:17](=[O:26])[CH:16]=2)=[CH:53][CH:54]=1. Given the reactants C(N(C(C)C)CC)(C)C.Br[CH2:11][CH2:12][CH2:13][NH:14][C:15]1[C:24](=[O:25])[C:19]2[N:20]=[C:21]([CH3:23])[S:22][C:18]=2[C:17](=[O:26])[CH:16]=1.[I-].[Na+].[CH3:29][O:30][C:31]1[CH:54]=[CH:53][C:34]([CH2:35][NH:36][CH2:37][CH2:38][CH2:39][NH:40][C:41]2[C:50](=[O:51])[C:45]3[N:46]=[C:47]([CH3:49])[S:48][C:44]=3[C:43](=[O:52])[CH:42]=2)=[CH:33][CH:32]=1, predict the reaction product. (2) Given the reactants [F:1][C:2]1[CH:3]=[CH:4][C:5]2[C:14]([CH:15]=1)=[N:13][C:12]([O:16][C@H:17]1[CH2:49][N:20]3[C:21](=[O:48])[C@@H:22]([NH:39][C:40]([C:42]4[CH:46]=[C:45]([CH3:47])[O:44][N:43]=4)=[O:41])[CH2:23][CH2:24][CH2:25][CH2:26][CH2:27][CH:28]=[CH:29][C@@H:30]4[CH2:35][C@@:31]4([C:36](O)=[O:37])[NH:32][C:33](=[O:34])[C@@H:19]3[CH2:18]1)=[C:11]1[C:6]=2[CH:7]=[CH:8][CH:9]=[CH:10]1.C(N1C=CN=C1)(N1C=CN=C1)=O.[CH3:62][C:63]1([S:66]([NH2:69])(=[O:68])=[O:67])[CH2:65][CH2:64]1.Cl.O1CCOCC1, predict the reaction product. The product is: [F:1][C:2]1[CH:3]=[CH:4][C:5]2[C:14]([CH:15]=1)=[N:13][C:12]([O:16][C@H:17]1[CH2:49][N:20]3[C:21](=[O:48])[C@@H:22]([NH:39][C:40]([C:42]4[CH:46]=[C:45]([CH3:47])[O:44][N:43]=4)=[O:41])[CH2:23][CH2:24][CH2:25][CH2:26][CH2:27][CH:28]=[CH:29][C@@H:30]4[CH2:35][C@@:31]4([C:36](=[O:37])[NH:69][S:66]([C:63]4([CH3:62])[CH2:65][CH2:64]4)(=[O:68])=[O:67])[NH:32][C:33](=[O:34])[C@@H:19]3[CH2:18]1)=[C:11]1[C:6]=2[CH:7]=[CH:8][CH:9]=[CH:10]1. (3) Given the reactants C1(P(C2C=CC=CC=2)C2C=CC=CC=2)C=CC=CC=1.N(C(OCC)=O)=NC(OCC)=O.[Cl:32][CH2:33][CH2:34][C@H:35]([C:37]1[CH:42]=[CH:41][CH:40]=[CH:39][CH:38]=1)O.[C:43]1(=[O:53])[NH:47][C:46](=[O:48])[C:45]2=[CH:49][CH:50]=[CH:51][CH:52]=[C:44]12, predict the reaction product. The product is: [Cl:32][CH2:33][CH2:34][C@H:35]([N:47]1[C:43](=[O:53])[C:44]2[C:45](=[CH:49][CH:50]=[CH:51][CH:52]=2)[C:46]1=[O:48])[C:37]1[CH:42]=[CH:41][CH:40]=[CH:39][CH:38]=1. (4) The product is: [CH3:16][O:17][CH:18]1[CH2:23][CH2:22][CH2:21][N:20]([CH2:24][CH2:25][NH:26][C:27]2[N:28]=[N+:29]([O-:40])[C:30]3[CH:39]=[C:38]4[C:34]([CH2:35][CH2:36][CH2:37]4)=[CH:33][C:31]=3[N+:32]=2[O-:4])[CH2:19]1. Given the reactants OO.C(OC(C(F)(F)F)=O)(C(F)(F)F)=[O:4].[CH3:16][O:17][CH:18]1[CH2:23][CH2:22][CH2:21][N:20]([CH2:24][CH2:25][NH:26][C:27]2[N:28]=[N+:29]([O-:40])[C:30]3[CH:39]=[C:38]4[C:34]([CH2:35][CH2:36][CH2:37]4)=[CH:33][C:31]=3[N:32]=2)[CH2:19]1.C(O)(C(F)(F)F)=O, predict the reaction product. (5) Given the reactants [CH3:1][C:2]1[C:6]([C:7]2[CH:16]=[C:15]3[C:10]([C:11]([OH:20])=[C:12](C([O-])=O)[CH:13]=[N:14]3)=[CH:9][CH:8]=2)=[C:5]([CH3:21])[O:4][N:3]=1.C1(OC2C=CC=CC=2)C=CC=CC=1, predict the reaction product. The product is: [CH3:1][C:2]1[C:6]([C:7]2[CH:16]=[C:15]3[C:10]([C:11]([OH:20])=[CH:12][CH:13]=[N:14]3)=[CH:9][CH:8]=2)=[C:5]([CH3:21])[O:4][N:3]=1. (6) The product is: [CH3:1][N:2]([CH2:18][CH2:19][NH:20][S:21]([C:24]1[CH:29]=[C:28]([S:30]([C:33]2[CH:34]=[CH:35][CH:36]=[CH:37][CH:38]=2)(=[O:32])=[O:31])[CH:27]=[CH:26][C:25]=1[C:39]([F:42])([F:40])[F:41])(=[O:22])=[O:23])[C:3]([N:5]1[CH2:10][CH2:9][NH:8][CH2:7][CH2:6]1)=[O:4]. Given the reactants [CH3:1][N:2]([CH2:18][CH2:19][NH:20][S:21]([C:24]1[CH:29]=[C:28]([S:30]([C:33]2[CH:38]=[CH:37][CH:36]=[CH:35][CH:34]=2)(=[O:32])=[O:31])[CH:27]=[CH:26][C:25]=1[C:39]([F:42])([F:41])[F:40])(=[O:23])=[O:22])[C:3]([N:5]1[CH2:10][CH2:9][N:8](C(OC(C)(C)C)=O)[CH2:7][CH2:6]1)=[O:4].CCOC(C)=O.Cl, predict the reaction product.